Dataset: Forward reaction prediction with 1.9M reactions from USPTO patents (1976-2016). Task: Predict the product of the given reaction. (1) Given the reactants [C:1]([O:5][C:6]([NH:8][C@@H:9]([CH2:13][NH:14][C:15]1[CH:20]=[CH:19][CH:18]=[CH:17][C:16]=1[N+:21]([O-])=O)[C:10]([OH:12])=O)=[O:7])([CH3:4])([CH3:3])[CH3:2].C(OC(N[C@@H:32](CN)[C:33]([OH:35])=[O:34])=O)(C)(C)C.F[C:39]1C=CC=CC=1[N+]([O-])=O.C([O-])(O)=O.[Na+], predict the reaction product. The product is: [CH3:39][O:35][C:33](=[O:34])[CH2:32][N:21]1[C:16]2[CH:17]=[CH:18][CH:19]=[CH:20][C:15]=2[NH:14][CH2:13][C@H:9]([NH:8][C:6]([O:5][C:1]([CH3:2])([CH3:3])[CH3:4])=[O:7])[C:10]1=[O:12]. (2) The product is: [C:25]([O:19][CH2:18][C:10]1[O:9][N:8]=[C:7]([C:5]2[O:6][C:2]([Cl:1])=[CH:3][CH:4]=2)[C:11]=1[C:12]1[CH:17]=[CH:16][CH:15]=[CH:14][CH:13]=1)(=[O:28])[CH3:26]. Given the reactants [Cl:1][C:2]1[O:6][C:5]([C:7]2[C:11]([C:12]3[CH:17]=[CH:16][CH:15]=[CH:14][CH:13]=3)=[C:10]([CH2:18][OH:19])[O:9][N:8]=2)=[CH:4][CH:3]=1.CCN([CH2:25][CH3:26])CC.C([O-])(O)=[O:28].[Na+], predict the reaction product. (3) Given the reactants Cl.[NH2:2][C@@H:3]1[CH2:8][CH2:7][C@H:6]([NH:9][C:10]([C:12]2[C:16]3=[N:17][CH:18]=[CH:19][C:20]([C:21]4[CH:26]=[C:25]([O:27][CH3:28])[CH:24]=[CH:23][C:22]=4[O:29][CH2:30][CH:31]4[CH2:33][CH2:32]4)=[C:15]3[NH:14][C:13]=2[CH3:34])=[O:11])[CH2:5][CH2:4]1.[CH3:35][O:36][CH2:37][C:38](Cl)=[O:39], predict the reaction product. The product is: [CH:31]1([CH2:30][O:29][C:22]2[CH:23]=[CH:24][C:25]([O:27][CH3:28])=[CH:26][C:21]=2[C:20]2[CH:19]=[CH:18][N:17]=[C:16]3[C:12]([C:10]([NH:9][C@H:6]4[CH2:7][CH2:8][C@@H:3]([NH:2][C:38](=[O:39])[CH2:37][O:36][CH3:35])[CH2:4][CH2:5]4)=[O:11])=[C:13]([CH3:34])[NH:14][C:15]=23)[CH2:32][CH2:33]1.